From a dataset of Reaction yield outcomes from USPTO patents with 853,638 reactions. Predict the reaction yield, written as a fraction of the theoretical maximum amount of product (1.0 means a 100% yield; for example, 0.34 means a 34% yield). (1) The reactants are Cl[C:2]1[N:3]=[CH:4][C:5]2[CH2:6][CH2:7][CH2:8][C:9](=[O:12])[C:10]=2[CH:11]=1.[Cl:13][C:14]1[CH:15]=[C:16](B(O)O)[CH:17]=[CH:18][CH:19]=1.C(=O)([O-])[O-].[Na+].[Na+].O1CCOCC1. The catalyst is C1C=CC(P(C2C=CC=CC=2)[C-]2C=CC=C2)=CC=1.C1C=CC(P(C2C=CC=CC=2)[C-]2C=CC=C2)=CC=1.Cl[Pd]Cl.[Fe+2]. The product is [Cl:13][C:14]1[CH:19]=[C:18]([C:2]2[N:3]=[CH:4][C:5]3[CH2:6][CH2:7][CH2:8][C:9](=[O:12])[C:10]=3[CH:11]=2)[CH:17]=[CH:16][CH:15]=1. The yield is 0.874. (2) The reactants are C(Cl)(=O)C(Cl)=O.CS(C)=O.[CH2:11]([CH:18]([CH:21](O)[CH3:22])[CH2:19]O)[C:12]1[CH:17]=[CH:16][CH:15]=[CH:14][CH:13]=1.C(N(CC)CC)C.[NH2:31][C:32]1[C:36]([C:37]([O:39][CH2:40][CH3:41])=[O:38])=[CH:35][NH:34][N:33]=1. The catalyst is C(Cl)Cl.C(Cl)Cl.C1COCC1.CCO. The product is [CH2:11]([C:18]1[CH:19]=[N:31][C:32]2[N:33]([N:34]=[CH:35][C:36]=2[C:37]([O:39][CH2:40][CH3:41])=[O:38])[C:21]=1[CH3:22])[C:12]1[CH:17]=[CH:16][CH:15]=[CH:14][CH:13]=1. The yield is 0.470. (3) The reactants are [C:1]([C:3]1([NH:11][C:12](=[O:18])[O:13][C:14]([CH3:17])([CH3:16])[CH3:15])[CH2:8][O:7][C:6]([CH3:10])([CH3:9])[O:5][CH2:4]1)#[CH:2].C#CCCCCCC.I[C:28]1[CH:33]=[CH:32][C:31]([C:34]#[C:35][CH2:36][N:37]2[C:45]3[C:40](=[CH:41][CH:42]=[C:43]([O:46][CH3:47])[CH:44]=3)[C:39]([C:48]([C:50]3[CH:55]=[C:54]([O:56][CH3:57])[C:53]([O:58][CH3:59])=[C:52]([O:60][CH3:61])[CH:51]=3)=[O:49])=[CH:38]2)=[CH:30][CH:29]=1.IC1C=C2C(=CC=1)CN(C(C1C=CC=CC=1)(C1C=CC=CC=1)C1C=CC=CC=1)C2. No catalyst specified. The product is [C:14]([O:13][C:12](=[O:18])[NH:11][C:3]1([C:1]#[C:2][C:28]2[CH:33]=[CH:32][C:31]([C:34]#[C:35][CH2:36][N:37]3[C:45]4[C:40](=[CH:41][CH:42]=[C:43]([O:46][CH3:47])[CH:44]=4)[C:39]([C:48](=[O:49])[C:50]4[CH:51]=[C:52]([O:60][CH3:61])[C:53]([O:58][CH3:59])=[C:54]([O:56][CH3:57])[CH:55]=4)=[CH:38]3)=[CH:30][CH:29]=2)[CH2:8][O:7][C:6]([CH3:10])([CH3:9])[O:5][CH2:4]1)([CH3:17])([CH3:16])[CH3:15]. The yield is 0.480.